Dataset: Full USPTO retrosynthesis dataset with 1.9M reactions from patents (1976-2016). Task: Predict the reactants needed to synthesize the given product. (1) Given the product [CH2:1]([C:8]1[N:12]=[C:11]([NH:13][C:14]([C:16]2[CH:17]=[CH:18][C:19]([C@H:22]3[CH2:27][CH2:26][C@H:25]([CH2:28][C:29]([OH:31])=[O:30])[CH2:24][CH2:23]3)=[CH:20][CH:21]=2)=[O:15])[O:10][N:9]=1)[C:2]1[CH:7]=[CH:6][CH:5]=[CH:4][CH:3]=1, predict the reactants needed to synthesize it. The reactants are: [CH2:1]([C:8]1[N:12]=[C:11]([NH:13][C:14]([C:16]2[CH:21]=[CH:20][C:19]([C@H:22]3[CH2:27][CH2:26][C@H:25]([CH2:28][C:29]([O:31]C(C)(C)C)=[O:30])[CH2:24][CH2:23]3)=[CH:18][CH:17]=2)=[O:15])[O:10][N:9]=1)[C:2]1[CH:7]=[CH:6][CH:5]=[CH:4][CH:3]=1.FC(F)(F)C(O)=O. (2) The reactants are: [C:1]([C:3]1[CH:4]=[C:5]([CH:9]=[CH:10][CH:11]=1)[C:6](Cl)=[O:7])#[N:2].[S-:12][C:13]#[N:14].[Na+]. Given the product [C:1]([C:3]1[CH:4]=[C:5]([CH:9]=[CH:10][CH:11]=1)[C:6]([N:14]=[C:13]=[S:12])=[O:7])#[N:2], predict the reactants needed to synthesize it.